This data is from Full USPTO retrosynthesis dataset with 1.9M reactions from patents (1976-2016). The task is: Predict the reactants needed to synthesize the given product. (1) Given the product [NH2:1][C:4]1[CH:12]=[C:11]([C:13]([F:14])([F:15])[F:16])[CH:10]=[CH:9][C:5]=1[C:6]([OH:8])=[O:7], predict the reactants needed to synthesize it. The reactants are: [N+:1]([C:4]1[CH:12]=[C:11]([C:13]([F:16])([F:15])[F:14])[CH:10]=[CH:9][C:5]=1[C:6]([OH:8])=[O:7])([O-])=O.C(Cl)Cl.CO. (2) Given the product [CH3:33][C:31]1[CH:32]=[C:27]([C:24]2[CH:23]=[CH:22][C:21]([CH2:20][N:13]3[CH2:17][CH2:16][CH2:15][C:14]3=[O:18])=[N:26][CH:25]=2)[CH:28]=[C:29]([NH:34][C:35]2[N:40]=[C:39]([C:41]([F:44])([F:42])[F:43])[CH:38]=[CH:37][N:36]=2)[CH:30]=1, predict the reactants needed to synthesize it. The reactants are: [Li]CCCC.C(NC(C)C)(C)C.[NH:13]1[CH2:17][CH2:16][CH2:15][C:14]1=[O:18].Br[CH2:20][C:21]1[N:26]=[CH:25][C:24]([C:27]2[CH:28]=[C:29]([NH:34][C:35]3[N:40]=[C:39]([C:41]([F:44])([F:43])[F:42])[CH:38]=[CH:37][N:36]=3)[CH:30]=[C:31]([CH3:33])[CH:32]=2)=[CH:23][CH:22]=1. (3) Given the product [N:1]([C@@H:4]([CH:12]1[CH2:17][CH2:16][CH:15]([CH2:18][OH:19])[CH2:14][CH2:13]1)[C:5](=[O:6])[N:7]1[CH2:11][CH2:10][S:9][CH2:8]1)=[N+:2]=[N-:3], predict the reactants needed to synthesize it. The reactants are: [N:1]([C@@H:4]([CH:12]1[CH2:17][CH2:16][CH:15]([CH2:18][O:19][Si](C(C)C)(C(C)C)C(C)C)[CH2:14][CH2:13]1)[C:5]([N:7]1[CH2:11][CH2:10][S:9][CH2:8]1)=[O:6])=[N+:2]=[N-:3]. (4) Given the product [OH:1][C@@H:2]([CH3:28])[CH2:3][CH2:4][CH2:5][CH2:6][N:7]1[C:16](=[O:17])[C:15]2[N:14]([CH2:18][C:19]3[CH:24]=[CH:23][CH:22]=[CH:21][CH:20]=3)[C:13]([CH2:25][NH:30][CH3:29])=[N:12][C:11]=2[N:10]([CH3:27])[C:8]1=[O:9], predict the reactants needed to synthesize it. The reactants are: [OH:1][C@@H:2]([CH3:28])[CH2:3][CH2:4][CH2:5][CH2:6][N:7]1[C:16](=[O:17])[C:15]2[N:14]([CH2:18][C:19]3[CH:24]=[CH:23][CH:22]=[CH:21][CH:20]=3)[C:13]([CH2:25]Cl)=[N:12][C:11]=2[N:10]([CH3:27])[C:8]1=[O:9].[CH3:29][NH2:30]. (5) Given the product [CH2:16]([C:13]1[O:12][C:11]([C:8]2[CH:9]=[C:10]3[C:5](=[CH:6][CH:7]=2)[N:4]([S:20]([C:23]2[CH:24]=[CH:25][C:26]([CH3:27])=[CH:28][CH:29]=2)(=[O:22])=[O:21])[CH:3]=[C:2]3[B:30]2[O:34][C:33]([CH3:36])([CH3:35])[C:32]([CH3:38])([CH3:37])[O:31]2)=[N:15][N:14]=1)[CH:17]([CH3:18])[CH3:19], predict the reactants needed to synthesize it. The reactants are: I[C:2]1[C:10]2[C:5](=[CH:6][CH:7]=[C:8]([C:11]3[O:12][C:13]([CH2:16][CH:17]([CH3:19])[CH3:18])=[N:14][N:15]=3)[CH:9]=2)[N:4]([S:20]([C:23]2[CH:29]=[CH:28][C:26]([CH3:27])=[CH:25][CH:24]=2)(=[O:22])=[O:21])[CH:3]=1.[B:30]1([B:30]2[O:34][C:33]([CH3:36])([CH3:35])[C:32]([CH3:38])([CH3:37])[O:31]2)[O:34][C:33]([CH3:36])([CH3:35])[C:32]([CH3:38])([CH3:37])[O:31]1.C([O-])(=O)C.[K+].C(Cl)Cl.